This data is from Catalyst prediction with 721,799 reactions and 888 catalyst types from USPTO. The task is: Predict which catalyst facilitates the given reaction. Product: [CH:1]1([C:5]2[CH:6]=[C:7]([CH3:17])[C:8]([C:9]([O:11][CH3:12])=[O:10])=[CH:13][C:14]=2[C:15]2[NH:40][C:24]3[CH2:25][CH2:26][N:27]([C:32]([O:34][C:35]([CH3:38])([CH3:37])[CH3:36])=[O:33])[CH2:28][CH2:29][C:30]=3[N:22]=2)[CH2:4][CH2:3][CH2:2]1. Reactant: [CH:1]1([C:5]2[C:14]([CH:15]=O)=[CH:13][C:8]([C:9]([O:11][CH3:12])=[O:10])=[C:7]([CH3:17])[CH:6]=2)[CH2:4][CH2:3][CH2:2]1.C([O-])(=O)C.[NH4+:22].Br[CH:24]1[C:30](=O)[CH2:29][CH2:28][N:27]([C:32]([O:34][C:35]([CH3:38])([CH3:37])[CH3:36])=[O:33])[CH2:26][CH2:25]1.[OH-].[NH4+:40]. The catalyst class is: 9.